Dataset: Forward reaction prediction with 1.9M reactions from USPTO patents (1976-2016). Task: Predict the product of the given reaction. Given the reactants [Cl:1][C:2]1[CH:3]=[C:4]2[C:8](=[C:9]([F:11])[CH:10]=1)[NH:7][C:6]([Si](CC)(CC)CC)=[C:5]2[CH2:19][CH2:20][NH:21][C:22]([C:24]1[CH:28]=[C:27]([CH2:29][C:30]2[CH:35]=[C:34]([F:36])[CH:33]=[CH:32][C:31]=2[F:37])[O:26][N:25]=1)=[O:23], predict the reaction product. The product is: [Cl:1][C:2]1[CH:3]=[C:4]2[C:8](=[C:9]([F:11])[CH:10]=1)[NH:7][CH:6]=[C:5]2[CH2:19][CH2:20][NH:21][C:22]([C:24]1[CH:28]=[C:27]([CH2:29][C:30]2[CH:35]=[C:34]([F:36])[CH:33]=[CH:32][C:31]=2[F:37])[O:26][N:25]=1)=[O:23].